From a dataset of Reaction yield outcomes from USPTO patents with 853,638 reactions. Predict the reaction yield, written as a fraction of the theoretical maximum amount of product (1.0 means a 100% yield; for example, 0.34 means a 34% yield). (1) The reactants are [CH3:1][O:2][C:3]1[CH:8]=[CH:7][C:6]([C:9]2[S:13][C:12]([C:14]([NH:16][C@H:17]([C:22]([O:24]C)=[O:23])[CH2:18][CH2:19][CH2:20][CH3:21])=[O:15])=[C:11]([NH:26][C:27]([NH:29][C:30]3[C:35]([CH3:36])=[CH:34][C:33]([CH3:37])=[CH:32][C:31]=3[CH3:38])=[O:28])[CH:10]=2)=[CH:5][CH:4]=1.[OH-].[Li+]. The catalyst is C1COCC1. The product is [CH3:1][O:2][C:3]1[CH:8]=[CH:7][C:6]([C:9]2[S:13][C:12]([C:14]([NH:16][C@H:17]([C:22]([OH:24])=[O:23])[CH2:18][CH2:19][CH2:20][CH3:21])=[O:15])=[C:11]([NH:26][C:27]([NH:29][C:30]3[C:31]([CH3:38])=[CH:32][C:33]([CH3:37])=[CH:34][C:35]=3[CH3:36])=[O:28])[CH:10]=2)=[CH:5][CH:4]=1. The yield is 0.740. (2) The reactants are [Br:1][C:2]1[CH:3]=[N:4][CH:5]=[C:6]([CH:10]=1)[C:7]([OH:9])=O.C(Cl)(=O)C(Cl)=O.[CH:17]1([CH2:20][NH2:21])[CH2:19][CH2:18]1.C([O-])(O)=O.[Na+]. The catalyst is C(Cl)Cl.CN(C=O)C. The product is [Br:1][C:2]1[CH:3]=[N:4][CH:5]=[C:6]([CH:10]=1)[C:7]([NH:21][CH2:20][CH:17]1[CH2:19][CH2:18]1)=[O:9]. The yield is 0.710. (3) The reactants are O[C:2]1[C:3]([C:11]2([CH2:32][OH:33])[C:19]3[C:14](=[CH:15][CH:16]=[CH:17][CH:18]=3)[N:13]([CH2:20][C:21]3[CH:30]=[CH:29][C:24]([C:25]([O:27][CH3:28])=[O:26])=[CH:23][CH:22]=3)[C:12]2=[O:31])=[CH:4][C:5]2[O:9][CH2:8][O:7][C:6]=2[CH:10]=1.C1(CCN2C3C(=CC=CC=3)C(C3C(O)=CC4OCOC=4C=3)(CO)C2=O)CC1. No catalyst specified. The product is [O:31]=[C:12]1[C:11]2([C:3]3=[CH:4][C:5]4[O:9][CH2:8][O:7][C:6]=4[CH:10]=[C:2]3[O:33][CH2:32]2)[C:19]2[C:14](=[CH:15][CH:16]=[CH:17][CH:18]=2)[N:13]1[CH2:20][C:21]1[CH:22]=[CH:23][C:24]([C:25]([O:27][CH3:28])=[O:26])=[CH:29][CH:30]=1. The yield is 0.870.